Dataset: Experimentally validated miRNA-target interactions with 360,000+ pairs, plus equal number of negative samples. Task: Binary Classification. Given a miRNA mature sequence and a target amino acid sequence, predict their likelihood of interaction. (1) The miRNA is hsa-let-7e-5p with sequence UGAGGUAGGAGGUUGUAUAGUU. The protein sequence of the target gene is MSSTVSYWILNSTRNSIATLQGGRRLYSRYVSNRNKLKWRLFSRVPPTLNSSPCGGFTLCKAYRHTSTEEDDFHLQLSPEQINEVLRAGETTHKILDLESRVPNSVLRFESNQLAANSPVEDRRGVASCLQTNGLMFGIFDGHGGHACAQAVSERLFYYVAVSLMSHQTLEHMEGAMESMKPLLPILHWLKHPGDSIYKDVTSVHLDHLRVYWQELLDLHMEMGLSIEEALMYSFQRLDSDISLEIQAPLEDEVTRNLSLQVAFSGATACMAHVDGIHLHVANAGDCRAILGVQEDNGMW.... Result: 1 (interaction). (2) The miRNA is hsa-miR-518c-5p with sequence UCUCUGGAGGGAAGCACUUUCUG. The protein sequence of the target gene is MGNCLQRTTRWQLDMQETPWNLRLSAKGRTCRYFRGWSCCHSVEGCSCLPWKNIRTFKARQESPKQNEGMTSAPVQDNANETYTEELCYILVDHEAVRGRPSVNPAEGFYENISNKAERHKESSRGTETEYSVLRFPSPPQPLPSTDDEYELLMPSRFSSHAFQQPRPLTTPYETHFSYPQ. Result: 0 (no interaction). (3) The miRNA is mmu-miR-297a-5p with sequence AUGUAUGUGUGCAUGUGCAUGU. The protein sequence of the target gene is MTTLDDKLLGEKLQYYYSTSEDEDSDHEDKDRGRGAPAISSTPAEAELAGEGISINTGPKGVINDWRRFKQLETEQREEQCREMERLIKKLSMSCRSHLDEEEEQQKQKDLQEKISGKMTLKEFGTKDKNLDDEEFLQQYRKQRMEEMRQQFHKGPQFKQVFEIPSGEGFLDMIDKEQKSTLIMVHIYEDGVPGTEAMNGCMICLATEYPAVKFCRVRSSVIGASSRFTRNALPALLIYKAGELIGNFVRVTDQLGEDFFAVDLEAFLQEFGLLPEKEVLVLTSVRNSATCHSEDSDLEI.... Result: 1 (interaction). (4) The miRNA is hsa-miR-4500 with sequence UGAGGUAGUAGUUUCUU. The protein sequence of the target gene is MKDDFAEEEEVQSFGYKRFGIQEGTQCTKCKNNWALKFSIILLYILCALLTITVAILGYKVVEKMDNVTGGMETSRQTYDDKLTAVESDLKKLGDQTGKKAISTNSELSTFRSDILDLRQQLREITEKTSKNKDTLEKLQASGDALVDRQSQLKETLENNSFLITTVNKTLQAYNGYVTNLQQDTSVLQGNLQNQMYSHNVVIMNLNNLNLTQVQQRNLITNLQRSVDDTSQAIQRIKNDFQNLQQVFLQAKKDTDWLKEKVQSLQTLAANNSALAKANNDTLEDMNSQLNSFTGQMENI.... Result: 1 (interaction). (5) The miRNA is hsa-miR-4421 with sequence ACCUGUCUGUGGAAAGGAGCUA. The protein sequence of the target gene is MSWLSSSQGVVLTAYHPSGKDQTVGNSHAKAGEEATSSRRYGQYTMNQESTTIKVMEKPPFDRSISQDSLDELSMEDYWIELENIKKSSENSQEDQEVVVVKEPDEGELEEEWLKEAGLSNLFGESAGDPQESIVFLSTLTRTQAAAVQKRVETVSQTLRKKNKQYQIPDVRDIFAQQRESKETAPGGTESQSLRTNENKYQGRDDEASNLVGEEKLIPPEETPAPETDINLEVSFAEQALNQKESSKEKIQKSKGDDATLPSFRLPKDKTGTTRIGDLAPQDMKKVCHLALIELTALYD.... Result: 1 (interaction). (6) The miRNA is mmu-miR-466i-5p with sequence UGUGUGUGUGUGUGUGUGUG. The protein sequence of the target gene is MEFCLAQPCPQGNHEATSSTFNTFQPMNLTQGRCQNLSCGSRPSMQVMKEQGVQLSPRTNHTVVSASAPGTAWVLGNADRAEEVPGKGDLSLQAETRAWVQKTQAHWLLLKTAPLWFHGFITRREAERLLQPQPLGCYLVRFSESAVTFVLSYRSQTCCRHFLLAQLGDGRHVVLGEDSAHAQLQDLLEHYTECPLSPYGEILTQPLARQTAEPAGLSLRADSDSGSKRQDPDTQLSLLLQQGQAQASGHTEKVWASQQKATSQASRPRPPIPAKPQLPPEVYTSPASRLHQAPPINPIY.... Result: 1 (interaction). (7) The miRNA is mmu-miR-489-3p with sequence AAUGACACCACAUAUAUGGCAGC. The protein sequence of the target gene is MAAGGGGSYDPLAPAGVPCAFSPDSQAYFALASSDGQLRVWETANNRLHQEYVPSAHLSGTCTCLAWAPARLQAKESHQRKKRKSEVTGTKDQADLLALGTAVGSILLYSTVRGELHSKLTSGGHENRVNCIQWHQDNDCLYSCSDDKYIVEWSTQTCKVKCKWKGDNSSVSSLCISPDGKMLLSAGRTIKLWVLETKEVYRHFTGHATPVSSLRFTTIRPNESQPSDGITGLYFLSGAVHDRLLNVWQVRSENKEKSAVMSFTVTDEPVYVDLTLSENKEEPVKLAVVCRDGQVHLFEH.... Result: 0 (no interaction).